Task: Predict the reaction yield, written as a fraction of the theoretical maximum amount of product (1.0 means a 100% yield; for example, 0.34 means a 34% yield).. Dataset: Reaction yield outcomes from USPTO patents with 853,638 reactions (1) The yield is 1.00. The reactants are [Br:1][C:2]1[CH:3]=[CH:4][C:5]2[N:6]([CH2:16][CH:17](O)[CH2:18][N:19]([C:32]3[CH:37]=[CH:36][CH:35]=[C:34]([O:38][CH3:39])[CH:33]=3)[S:20]([C:23]3[CH:28]=[CH:27][C:26]([N+:29]([O-:31])=[O:30])=[CH:25][CH:24]=3)(=[O:22])=[O:21])[C:7]3[C:12]([C:13]=2[CH:14]=1)=[CH:11][C:10]([Br:15])=[CH:9][CH:8]=3.C(N(S(F)(F)[F:47])CC)C. No catalyst specified. The product is [Br:1][C:2]1[CH:3]=[CH:4][C:5]2[N:6]([CH2:16][CH:17]([F:47])[CH2:18][N:19]([C:32]3[CH:37]=[CH:36][CH:35]=[C:34]([O:38][CH3:39])[CH:33]=3)[S:20]([C:23]3[CH:28]=[CH:27][C:26]([N+:29]([O-:31])=[O:30])=[CH:25][CH:24]=3)(=[O:22])=[O:21])[C:7]3[C:12]([C:13]=2[CH:14]=1)=[CH:11][C:10]([Br:15])=[CH:9][CH:8]=3. (2) The reactants are [CH2:1]([N:3]([CH:7](C)C)[CH:4](C)C)C.BrC1[S:12][C:13]([Br:16])=[CH:14][N:15]=1.CNC. The catalyst is C(O)C. The product is [Br:16][C:13]1[S:12][C:7]([N:3]([CH3:1])[CH3:4])=[N:15][CH:14]=1. The yield is 0.290. (3) The reactants are [Cl:1][C:2]1[CH:3]=[C:4]([CH2:12]O)[CH:5]=[CH:6][C:7]=1[S:8]([CH3:11])(=[O:10])=[O:9].O1CCOCC1.P(Br)(Br)[Br:21]. The catalyst is O. The product is [Br:21][CH2:12][C:4]1[CH:5]=[CH:6][C:7]([S:8]([CH3:11])(=[O:10])=[O:9])=[C:2]([Cl:1])[CH:3]=1. The yield is 1.00. (4) The reactants are [F:1][C:2]1[CH:19]=[CH:18][C:5](/[CH:6]=[N:7]/[C:8]2[CH:17]=[CH:16][C:11]([C:12]([O:14][CH3:15])=[O:13])=[CH:10][CH:9]=2)=[CH:4][C:3]=1[N+:20]([O-:22])=[O:21].[CH:23](=[O:27])[CH:24]([CH3:26])[CH3:25].O. The catalyst is O1CCCC1.FC(F)(F)S([O-])(=O)=O.[Y+3].FC(F)(F)S([O-])(=O)=O.FC(F)(F)S([O-])(=O)=O. The product is [F:1][C:2]1[CH:19]=[CH:18][C:5]([CH:6]2[C:24]([CH3:26])([CH3:25])[CH:23]([OH:27])[C:17]3[C:8](=[CH:9][CH:10]=[C:11]([C:12]([O:14][CH3:15])=[O:13])[CH:16]=3)[NH:7]2)=[CH:4][C:3]=1[N+:20]([O-:22])=[O:21]. The yield is 0.700. (5) The reactants are [NH2:1][CH2:2][CH2:3][O:4][CH2:5][CH2:6][C:7]([OH:9])=[O:8].[OH-].[Na+].[CH3:12][C:13]([O:16][C:17](O[C:17]([O:16][C:13]([CH3:15])([CH3:14])[CH3:12])=[O:18])=[O:18])([CH3:15])[CH3:14]. The catalyst is O. The product is [C:13]([O:16][C:17]([NH:1][CH2:2][CH2:3][O:4][CH2:5][CH2:6][C:7]([OH:9])=[O:8])=[O:18])([CH3:15])([CH3:14])[CH3:12]. The yield is 0.300.